Dataset: NCI-60 drug combinations with 297,098 pairs across 59 cell lines. Task: Regression. Given two drug SMILES strings and cell line genomic features, predict the synergy score measuring deviation from expected non-interaction effect. (1) Drug 1: C1C(C(OC1N2C=C(C(=O)NC2=O)F)CO)O. Drug 2: CNC(=O)C1=NC=CC(=C1)OC2=CC=C(C=C2)NC(=O)NC3=CC(=C(C=C3)Cl)C(F)(F)F. Cell line: HT29. Synergy scores: CSS=26.7, Synergy_ZIP=-4.83, Synergy_Bliss=-0.445, Synergy_Loewe=-73.5, Synergy_HSA=-0.111. (2) Drug 1: CN(CCCl)CCCl.Cl. Drug 2: CCC1(C2=C(COC1=O)C(=O)N3CC4=CC5=C(C=CC(=C5CN(C)C)O)N=C4C3=C2)O.Cl. Cell line: SK-MEL-5. Synergy scores: CSS=41.8, Synergy_ZIP=0.748, Synergy_Bliss=4.35, Synergy_Loewe=-13.6, Synergy_HSA=5.93. (3) Drug 1: CC1CCC2CC(C(=CC=CC=CC(CC(C(=O)C(C(C(=CC(C(=O)CC(OC(=O)C3CCCCN3C(=O)C(=O)C1(O2)O)C(C)CC4CCC(C(C4)OC)OCCO)C)C)O)OC)C)C)C)OC. Drug 2: CN1C2=C(C=C(C=C2)N(CCCl)CCCl)N=C1CCCC(=O)O.Cl. Cell line: NCI-H522. Synergy scores: CSS=9.68, Synergy_ZIP=-1.54, Synergy_Bliss=5.04, Synergy_Loewe=-5.15, Synergy_HSA=2.82. (4) Synergy scores: CSS=66.0, Synergy_ZIP=-3.93, Synergy_Bliss=-0.325, Synergy_Loewe=1.13, Synergy_HSA=3.23. Drug 2: CN(CCCl)CCCl.Cl. Drug 1: CC1OCC2C(O1)C(C(C(O2)OC3C4COC(=O)C4C(C5=CC6=C(C=C35)OCO6)C7=CC(=C(C(=C7)OC)O)OC)O)O. Cell line: ACHN. (5) Drug 1: CC(C)(C#N)C1=CC(=CC(=C1)CN2C=NC=N2)C(C)(C)C#N. Drug 2: CC1CCC2CC(C(=CC=CC=CC(CC(C(=O)C(C(C(=CC(C(=O)CC(OC(=O)C3CCCCN3C(=O)C(=O)C1(O2)O)C(C)CC4CCC(C(C4)OC)O)C)C)O)OC)C)C)C)OC. Cell line: MDA-MB-435. Synergy scores: CSS=21.5, Synergy_ZIP=-2.95, Synergy_Bliss=1.41, Synergy_Loewe=-2.29, Synergy_HSA=2.08. (6) Drug 1: CC1=C(C(=O)C2=C(C1=O)N3CC4C(C3(C2COC(=O)N)OC)N4)N. Drug 2: C(CN)CNCCSP(=O)(O)O. Cell line: UACC-257. Synergy scores: CSS=3.57, Synergy_ZIP=-2.88, Synergy_Bliss=1.17, Synergy_Loewe=-7.52, Synergy_HSA=0.921. (7) Drug 1: C1CN1C2=NC(=NC(=N2)N3CC3)N4CC4. Drug 2: CC12CCC3C(C1CCC2O)C(CC4=C3C=CC(=C4)O)CCCCCCCCCS(=O)CCCC(C(F)(F)F)(F)F. Cell line: OVCAR-8. Synergy scores: CSS=31.9, Synergy_ZIP=-10.3, Synergy_Bliss=-0.441, Synergy_Loewe=-10.6, Synergy_HSA=0.743.